From a dataset of Reaction yield outcomes from USPTO patents with 853,638 reactions. Predict the reaction yield, written as a fraction of the theoretical maximum amount of product (1.0 means a 100% yield; for example, 0.34 means a 34% yield). (1) The reactants are [Br:1]N1C(=O)CCC1=O.[C:9]([O:13][CH:14]([C:20]1[C:24]([C:25]2[CH:26]=[CH:27][C:28]3[O:33][CH2:32][CH2:31][CH2:30][C:29]=3[CH:34]=2)=[CH:23][S:22][C:21]=1[CH3:35])[C:15]([O:17][CH2:18][CH3:19])=[O:16])([CH3:12])([CH3:11])[CH3:10].O. The catalyst is CN(C)C=O.C(OCC)(=O)C. The product is [Br:1][C:23]1[S:22][C:21]([CH3:35])=[C:20]([CH:14]([O:13][C:9]([CH3:12])([CH3:10])[CH3:11])[C:15]([O:17][CH2:18][CH3:19])=[O:16])[C:24]=1[C:25]1[CH:26]=[CH:27][C:28]2[O:33][CH2:32][CH2:31][CH2:30][C:29]=2[CH:34]=1. The yield is 0.970. (2) The reactants are [CH3:1][O:2][C:3]([C:5]1[S:6][C:7]([C:27]2[CH2:32][CH2:31][CH2:30][CH2:29][CH:28]=2)=[CH:8][C:9]=1[N:10]([C@H:20]1[CH2:25][CH2:24][C@H:23]([OH:26])[CH2:22][CH2:21]1)[C:11]([C@H:13]1[CH2:18][CH2:17][C@H:16]([CH3:19])[CH2:15][CH2:14]1)=[O:12])=[O:4].C(N(C(C)C)CC)(C)C.[CH3:42][O:43][CH2:44]Cl. The catalyst is ClCCl.CN(C1C=CN=CC=1)C. The product is [CH3:1][O:2][C:3]([C:5]1[S:6][C:7]([C:27]2[CH2:32][CH2:31][CH2:30][CH2:29][CH:28]=2)=[CH:8][C:9]=1[N:10]([C@H:20]1[CH2:25][CH2:24][C@H:23]([O:26][CH2:42][O:43][CH3:44])[CH2:22][CH2:21]1)[C:11]([C@H:13]1[CH2:14][CH2:15][C@H:16]([CH3:19])[CH2:17][CH2:18]1)=[O:12])=[O:4]. The yield is 0.710.